This data is from Full USPTO retrosynthesis dataset with 1.9M reactions from patents (1976-2016). The task is: Predict the reactants needed to synthesize the given product. Given the product [NH2:11][C:9]1[N:8]=[CH:7][N:6]=[C:5]2[N:4]([CH:12]([C:14]3[CH:15]=[C:16]4[N:21]([C:22]=3[C:23]3[CH:28]=[CH:27][CH:26]=[CH:25][N:24]=3)[CH:20]=[CH:19][CH:18]=[CH:17]4)[CH3:13])[N:3]=[C:2]([C:31]#[C:30][CH2:29][OH:32])[C:10]=12, predict the reactants needed to synthesize it. The reactants are: I[C:2]1[C:10]2[C:5](=[N:6][CH:7]=[N:8][C:9]=2[NH2:11])[N:4]([CH:12]([C:14]2[CH:15]=[C:16]3[N:21]([C:22]=2[C:23]2[CH:28]=[CH:27][CH:26]=[CH:25][N:24]=2)[CH:20]=[CH:19][CH:18]=[CH:17]3)[CH3:13])[N:3]=1.[CH2:29]([OH:32])[C:30]#[CH:31].C(NCC)C.